This data is from Forward reaction prediction with 1.9M reactions from USPTO patents (1976-2016). The task is: Predict the product of the given reaction. Given the reactants [CH3:1][N:2]1[C:10]2[CH:9]=[CH:8][CH:7]=[C:6]([CH:11]=O)[C:5]=2[CH:4]=[CH:3]1.[CH3:13][NH2:14].[BH4-].[Na+].O, predict the reaction product. The product is: [CH3:13][NH:14][CH2:11][C:6]1[CH:7]=[CH:8][CH:9]=[C:10]2[C:5]=1[CH:4]=[CH:3][N:2]2[CH3:1].